Dataset: Experimentally validated miRNA-target interactions with 360,000+ pairs, plus equal number of negative samples. Task: Binary Classification. Given a miRNA mature sequence and a target amino acid sequence, predict their likelihood of interaction. (1) The miRNA is hsa-miR-1226-3p with sequence UCACCAGCCCUGUGUUCCCUAG. The protein sequence of the target gene is MSEQSCQMSELRLLLLGKCRSGKSATGNAILGKHVFKSKFSDQTVIKMCQRESWVLRERKVVVIDTPDLFSSIACAEDKQRNIQHCLELSAPSLHALLLVIAIGHFTREDEETAKGIQQVFGAEARRHIIIVFTRKDDLGDDLLQDFIEKNKPLKQLVQDYEGRYCIFNNKTNSKDEQITQVLELLRKVESLVNTNGGPYHVNFKTEGSRFQDCVNEAASQEGDKPQGPRERQLQSTGPEQNPGTSELTVLLVGKRGAGKSAAGNSILGRQAFQTGFSEQSVTQSFLSESRSWRKKKVSI.... Result: 1 (interaction). (2) The miRNA is hsa-miR-4779 with sequence UAGGAGGGAAUAGUAAAAGCAG. The protein sequence of the target gene is MGRARPGQRGPPSPGPAAQPPAPPRRRARSLALLGALLAAAAAAAVRVCARHAEAQAAARQELALKTLGTDGLFLFSSLDTDGDMYISPEEFKPIAEKLTGSCSVTQTGVQWCSHSSLQPQLPWLNUSSCLSLLRSTPAASCEEEELPPDPSEETLTIEARFQPLLPETMTKSKDGFLGVSRLALSGLRNWTAAASPSAVFATRHFQPFLPPPGQELGEPWWIIPSELSMFTGYLSNNRFYPPPPKGKEVIIHRLLSMFHPRPFVKTRFAPQGAVACLTAISDFYYTVMFRIHAEFQLSE.... Result: 1 (interaction). (3) The miRNA is bta-miR-20b with sequence CAAAGUGCUCACAGUGCAGGUA. The protein sequence of the target gene is MAGYLSPAAYMYVEEQEYLQAYEDVLERYKDERDKVQKKTFTKWINQHLMKVRKHVNDLYEDLRDGHNLISLLEVLSGDTLPREKGRMRFHRLQNVQIALDYLKRRQVKLVNIRNDDITDGNPKLTLGLIWTIILHFQISDIHVTGESEDMSAKERLLLWTQQATEGYAGVRCENFTTCWRDGKLFNAIIHKYRPDLIDMNTVAVQSNLANLEHAFYVAEKIGVIRLLDPEDVDVSSPDEKSVITYVSSLYDAFPKVPEGGEGIGANDVEVKWIEYQNMVNYLIQWIRHHVVTMSERTFP.... Result: 0 (no interaction). (4) The miRNA is mmu-miR-541-5p with sequence AAGGGAUUCUGAUGUUGGUCACACU. The protein sequence of the target gene is MMSLRLFSILLATVVSGAWGWGYYGCNEELVGPLYARSLGASSYYGLFTTARFARLHGISGWSPRIGDPNPWLQIDLMKKHRIRAVATQGAFNSWDWVTRYMLLYGDRVDSWTPFYQKGHNATFFGNVNDSAVVRHDLHYHFTARYIRIVPLAWNPRGKIGLRLGIYGCPYTSSILYFDGDDAISYRFQRGASQSLWDVFAFSFKTEEKDGLLLHTEGSQGDYVTLELQGAHLLLHMSLGSSPIQPRPGHTTVSLGGVLNDLSWHYVRVDRYGRDANFTLDGYAHHFVLNGDFERLNLEN.... Result: 1 (interaction). (5) The miRNA is hsa-miR-4287 with sequence UCUCCCUUGAGGGCACUUU. The protein sequence of the target gene is MMDSEAHEKRPPMLTSSNQDLSPHIAGVGDMKHYLCGYCAAFNNVAITYPVQKILFRQQLYGIKTRDAVLQLRKDGFRNLYRGILPPLMQKTTTLALMFGLYEDLSRLLHKHVSSAPEFATRSVAALLAGTTEAILTPFERVQTLLQDHKHHDKFTNTYQAFRALRCHGIAEYYRGMVPILFRNGFGNVLFFGLRGPIKESLPTATTYSAHLVNDFICGGVLGAVLGFLSFPINVVKARIQSQIGGPFLSLPMVFKTIWIERDRKLINLFRGAHLNYHRSLISWGIINATYEFLLKIV. Result: 0 (no interaction).